This data is from Catalyst prediction with 721,799 reactions and 888 catalyst types from USPTO. The task is: Predict which catalyst facilitates the given reaction. (1) Reactant: C(=O)([O-])[O-].[K+].[K+].[Cl:7][C:8]1[CH:13]=[CH:12][C:11]([C:14]2[O:22][C:21]3[CH:20]=[CH:19][N:18]([C:23]4[CH:28]=[CH:27][C:26]([OH:29])=[C:25]([O:30][CH3:31])[CH:24]=4)[C:17](=[O:32])[C:16]=3[CH:15]=2)=[CH:10][CH:9]=1.Br[CH2:34][CH:35]1[CH2:37][C:36]1([F:39])[F:38]. Product: [Cl:7][C:8]1[CH:9]=[CH:10][C:11]([C:14]2[O:22][C:21]3[CH:20]=[CH:19][N:18]([C:23]4[CH:28]=[CH:27][C:26]([O:29][CH2:34][CH:35]5[CH2:37][C:36]5([F:39])[F:38])=[C:25]([O:30][CH3:31])[CH:24]=4)[C:17](=[O:32])[C:16]=3[CH:15]=2)=[CH:12][CH:13]=1. The catalyst class is: 3. (2) Reactant: [CH3:1][O:2][C:3]([NH:5][N:6]([C:10]([N:12]1[CH2:16][CH2:15][CH2:14][CH:13]1[C:17]1[NH:18][C:19]([C:22]2[CH:27]=[CH:26][C:25](Br)=[CH:24][CH:23]=2)=[CH:20][N:21]=1)=[O:11])[CH:7]([CH3:9])[CH3:8])=[O:4].[CH3:29][C:30]1([CH3:46])[C:34]([CH3:36])([CH3:35])[O:33][B:32]([B:32]2[O:33][C:34]([CH3:36])([CH3:35])[C:30]([CH3:46])([CH3:29])[O:31]2)[O:31]1.CC([O-])=O.[K+]. Product: [CH3:1][O:2][C:3]([NH:5][N:6]([CH:7]([CH3:9])[CH3:8])[C:10]([N:12]1[CH2:16][CH2:15][CH2:14][CH:13]1[C:17]1[NH:18][C:19]([C:22]2[CH:27]=[CH:26][C:25]([B:32]3[O:33][C:34]([CH3:36])([CH3:35])[C:30]([CH3:46])([CH3:29])[O:31]3)=[CH:24][CH:23]=2)=[CH:20][N:21]=1)=[O:11])=[O:4]. The catalyst class is: 12. (3) Reactant: C[O:2][C:3]([CH:5]1[CH2:9][N:8]([C:10]([O:12][CH2:13][C:14]2[CH:19]=[CH:18][CH:17]=[CH:16][CH:15]=2)=[O:11])[CH:7]2[CH2:20][CH2:21][N:22]([C:23]([O:25][C:26]([CH3:29])([CH3:28])[CH3:27])=[O:24])[CH:6]12)=[O:4].C[O-].[Na+]. Product: [C:26]([O:25][C:23]([N:22]1[CH:6]2[CH:7]([N:8]([C:10]([O:12][CH2:13][C:14]3[CH:19]=[CH:18][CH:17]=[CH:16][CH:15]=3)=[O:11])[CH2:9][CH:5]2[C:3]([OH:4])=[O:2])[CH2:20][CH2:21]1)=[O:24])([CH3:29])([CH3:27])[CH3:28]. The catalyst class is: 5. (4) Reactant: [Cl:1][C:2]1[CH:40]=[C:39]([CH3:41])[C:5]([C:6]([NH:8][CH2:9][CH2:10][CH:11]([N:13]2[CH2:18][CH2:17][CH:16]([NH:19][C@H:20]([C:33]3[CH:38]=[CH:37][CH:36]=[CH:35][CH:34]=3)[CH2:21][N:22]3C(=O)C4C(=CC=CC=4)C3=O)[CH2:15][CH2:14]2)[CH3:12])=[O:7])=[C:4]([CH3:42])[N:3]=1.O.NN. Product: [NH2:22][CH2:21][C@H:20]([NH:19][CH:16]1[CH2:17][CH2:18][N:13]([CH:11]([CH3:12])[CH2:10][CH2:9][NH:8][C:6](=[O:7])[C:5]2[C:39]([CH3:41])=[CH:40][C:2]([Cl:1])=[N:3][C:4]=2[CH3:42])[CH2:14][CH2:15]1)[C:33]1[CH:34]=[CH:35][CH:36]=[CH:37][CH:38]=1. The catalyst class is: 14. (5) Reactant: [F:1][C:2]1[CH:3]=[CH:4][C:5]([N+:11]([O-:13])=[O:12])=[C:6]([CH:10]=1)[C:7](O)=[O:8].B. Product: [F:1][C:2]1[CH:3]=[CH:4][C:5]([N+:11]([O-:13])=[O:12])=[C:6]([CH2:7][OH:8])[CH:10]=1. The catalyst class is: 7. (6) Reactant: [CH3:1][N:2]1[CH:6]=[CH:5][C:4]([N:7]2[CH2:11][CH2:10][CH2:9][C:8]2=[O:12])=[N:3]1.[Li+].[CH3:14][Si]([N-][Si](C)(C)C)(C)C.C1COCC1.IC.O. Product: [CH3:14][CH:9]1[CH2:10][CH2:11][N:7]([C:4]2[CH:5]=[CH:6][N:2]([CH3:1])[N:3]=2)[C:8]1=[O:12]. The catalyst class is: 1. (7) Reactant: [F:1][C:2]1[CH:3]=[C:4]([C:11]2[C:12]([SH:17])=[N:13][CH:14]=[CH:15][CH:16]=2)[CH:5]=[C:6]([F:10])[C:7]=1[O:8][CH3:9].[H-].[Na+].Br[CH2:21][CH:22]1[CH2:24][CH2:23]1.[NH4+].[Cl-]. Product: [CH:22]1([CH2:21][S:17][C:12]2[C:11]([C:4]3[CH:5]=[C:6]([F:10])[C:7]([O:8][CH3:9])=[C:2]([F:1])[CH:3]=3)=[CH:16][CH:15]=[CH:14][N:13]=2)[CH2:24][CH2:23]1. The catalyst class is: 3.